From a dataset of Reaction yield outcomes from USPTO patents with 853,638 reactions. Predict the reaction yield, written as a fraction of the theoretical maximum amount of product (1.0 means a 100% yield; for example, 0.34 means a 34% yield). (1) The reactants are Cl.[CH2:2]([O:9][C:10]1[C:11]([NH:17][C:18]2[S:19][CH:20]=[C:21]([CH3:23])[N:22]=2)=[N:12][CH:13]=[C:14](Br)[CH:15]=1)[C:3]1[CH:8]=[CH:7][CH:6]=[CH:5][CH:4]=1.[Li]C.C([Li])CCC.CN(C)[CH:33]=[O:34]. No catalyst specified. The product is [CH2:2]([O:9][C:10]1[C:11]([NH:17][C:18]2[S:19][CH:20]=[C:21]([CH3:23])[N:22]=2)=[N:12][CH:13]=[C:14]([CH:15]=1)[CH:33]=[O:34])[C:3]1[CH:8]=[CH:7][CH:6]=[CH:5][CH:4]=1. The yield is 0.752. (2) The reactants are [CH3:1][O:2][C:3]1[CH:4]=[C:5]2[C:10](=[CH:11][CH:12]=1)[C:9](=[O:13])[CH2:8][CH2:7][CH2:6]2.BrC1C=CC([CH2:21][S:22](CC2C=CC(Br)=CC=2)(=[O:24])=[O:23])=CC=1.O([C:34]1[CH:39]=[CH:38][CH:37]=[CH:36][C:35]=1P([C:34]1[CH:39]=[CH:38][CH:37]=[CH:36][CH:35]=1)[C:34]1[CH:39]=[CH:38][CH:37]=[CH:36][CH:35]=1)[C:34]1[CH:39]=[CH:38][CH:37]=[CH:36][C:35]=1P([C:34]1[CH:39]=[CH:38][CH:37]=[CH:36][CH:35]=1)[C:34]1[CH:39]=[CH:38][CH:37]=[CH:36][CH:35]=1.CC(C)([O-])C.[Na+]. The catalyst is CC([O-])=O.CC([O-])=O.[Pd+2].C1(C)C=CC=CC=1. The product is [CH3:21][S:22]([C:34]1[CH:39]=[CH:38][C:37]([CH:8]2[CH2:7][CH2:6][C:5]3[C:10](=[CH:11][CH:12]=[C:3]([O:2][CH3:1])[CH:4]=3)[C:9]2=[O:13])=[CH:36][CH:35]=1)(=[O:24])=[O:23]. The yield is 0.910. (3) The reactants are [Na:1].[N:2]1[C:10]([NH2:11])=[C:9]2[C:5]([N:6](C([C@@H]([C@H](CO)OCP(O)(O)=O)O)=O)[CH:7]=[N:8]2)=[N:4][CH:3]=1.N1C(N)=C2C(N([C:35]([CH2:37][C@H:38]([CH2:51][OH:52])[O:39][CH2:40][P:41]([O:47]C(C)C)([O:43]C(C)C)=[O:42])=[O:36])C=N2)=NC=1. No catalyst specified. The product is [Na:1].[N:2]1([C:35]([CH2:37][C@H:38]([CH2:51][OH:52])[O:39][CH2:40][P:41]([OH:43])([OH:47])=[O:42])=[O:36])[C:10]([NH2:11])=[C:9]2[C:5](=[N:6][CH:7]=[N:8]2)[N:4]=[CH:3]1. The yield is 0.430. (4) The reactants are [C:1]([NH2:9])(=[S:8])[C:2]1[CH:7]=[CH:6][CH:5]=[CH:4][CH:3]=1.Br[CH2:11][C:12]([C:14]1[CH:23]=[CH:22][C:21]2[C:16](=[CH:17][CH:18]=[C:19]([O:24][CH3:25])[CH:20]=2)[CH:15]=1)=O. The catalyst is C(O)C. The product is [CH3:25][O:24][C:19]1[CH:20]=[C:21]2[C:16](=[CH:17][CH:18]=1)[CH:15]=[C:14]([C:12]1[N:9]=[C:1]([C:2]3[CH:7]=[CH:6][CH:5]=[CH:4][CH:3]=3)[S:8][CH:11]=1)[CH:23]=[CH:22]2. The yield is 0.880. (5) The reactants are C([N:8]1[CH2:13][CH2:12][O:11][C@@H:10]([CH3:14])[C@@H:9]1[C:15]([O:17][CH2:18][CH3:19])=[O:16])C1C=CC=CC=1. The catalyst is [OH-].[OH-].[Pd+2].C(O)C. The product is [CH3:14][C@@H:10]1[O:11][CH2:12][CH2:13][NH:8][C@H:9]1[C:15]([O:17][CH2:18][CH3:19])=[O:16]. The yield is 0.910. (6) The reactants are [CH:1]([C:3]1[C:4]([CH3:25])=[N:5][N:6]([CH3:24])[C:7]=1[C:8]1[C:16]2[C:11](=[CH:12][CH:13]=[CH:14][CH:15]=2)[N:10](C(OC(C)(C)C)=O)[CH:9]=1)=[O:2].ClC1N(C)N=C(C)C=1C=O. No catalyst specified. The product is [NH:10]1[C:11]2[C:16](=[CH:15][CH:14]=[CH:13][CH:12]=2)[C:8]([C:7]2[N:6]([CH3:24])[N:5]=[C:4]([CH3:25])[C:3]=2[CH:1]=[O:2])=[CH:9]1. The yield is 0.240. (7) The yield is 0.670. The reactants are [ClH:1].N[C:3]1[CH:4]=[CH:5][C:6]([Cl:10])=[N:7][C:8]=1[CH3:9].N([O-])=O.[Na+].[S:15](=[O:17])=[O:16]. The product is [Cl:10][C:6]1[N:7]=[C:8]([CH3:9])[C:3]([S:15]([Cl:1])(=[O:17])=[O:16])=[CH:4][CH:5]=1. The catalyst is O. (8) The reactants are [Cl:1][C:2]1[CH:9]=[CH:8][C:5]([CH2:6][NH2:7])=[CH:4][CH:3]=1.C(N(CC)C(C)C)(C)C.Cl[C:20]1[S:21][C:22]([CH:26]=[O:27])=[C:23]([Cl:25])[N:24]=1.O. The catalyst is O1CCCC1. The product is [Cl:25][C:23]1[N:24]=[C:20]([NH:7][CH2:6][C:5]2[CH:8]=[CH:9][C:2]([Cl:1])=[CH:3][CH:4]=2)[S:21][C:22]=1[CH:26]=[O:27]. The yield is 0.500. (9) The reactants are [CH:1]1([CH2:6][C:7]2[CH:12]=[CH:11][CH:10]=[C:9]([O:13][CH3:14])[C:8]=2[OH:15])[CH2:5][CH2:4][CH2:3][CH2:2]1. The catalyst is CO.S(=O)(=O)(O)O. The product is [CH3:14][O:13][C:9]1[C:8]2[O:15][C:1]3([CH2:2][CH2:3][CH2:4][CH2:5]3)[CH2:6][C:7]=2[CH:12]=[CH:11][CH:10]=1. The yield is 0.880.